Dataset: HIV replication inhibition screening data with 41,000+ compounds from the AIDS Antiviral Screen. Task: Binary Classification. Given a drug SMILES string, predict its activity (active/inactive) in a high-throughput screening assay against a specified biological target. (1) The drug is CCOC(=O)C(=Cc1cccc(C(F)(F)F)c1)P(=O)(OCC)OCC. The result is 0 (inactive). (2) The compound is CCOc1ccc(NC(=O)C(Cc2nc3ccccc3nc2O)=NO)cc1. The result is 0 (inactive).